This data is from CYP2C9 inhibition data for predicting drug metabolism from PubChem BioAssay. The task is: Regression/Classification. Given a drug SMILES string, predict its absorption, distribution, metabolism, or excretion properties. Task type varies by dataset: regression for continuous measurements (e.g., permeability, clearance, half-life) or binary classification for categorical outcomes (e.g., BBB penetration, CYP inhibition). Dataset: cyp2c9_veith. The compound is Cc1ccc(-c2c3c(nc4sc(C(N)=O)c(N)c24)CCC3)cc1. The result is 1 (inhibitor).